From a dataset of Full USPTO retrosynthesis dataset with 1.9M reactions from patents (1976-2016). Predict the reactants needed to synthesize the given product. (1) Given the product [N:11]1([C:2]2[CH:3]=[CH:4][C:5]([NH2:8])=[N:6][CH:7]=2)[CH2:16][CH2:15][O:14][CH2:13][CH2:12]1.[N+:8]([C:5]1[N:6]=[CH:7][C:2]([N:11]2[CH2:16][CH2:15][O:14][CH2:13][CH2:12]2)=[CH:3][CH:4]=1)([O-:10])=[O:9], predict the reactants needed to synthesize it. The reactants are: Br[C:2]1[CH:3]=[CH:4][C:5]([N+:8]([O-:10])=[O:9])=[N:6][CH:7]=1.[NH:11]1[CH2:16][CH2:15][O:14][CH2:13][CH2:12]1.C(=O)([O-])[O-].[K+].[K+]. (2) Given the product [Cl:8][C:5]1[N:6]=[CH:7][C:2]([NH:1][C:13](=[O:14])[C:12]([O:11][CH2:9][CH3:10])=[O:16])=[CH:3][CH:4]=1, predict the reactants needed to synthesize it. The reactants are: [NH2:1][C:2]1[CH:3]=[CH:4][C:5]([Cl:8])=[N:6][CH:7]=1.[CH2:9]([O:11][C:12](=[O:16])[C:13]([O-])=[O:14])[CH3:10].[K+].Cl.CN(C)CCCN=C=NCC.O.ON1C2C=CC=CC=2N=N1. (3) Given the product [CH3:1][C:2]1[CH:3]=[C:4]([CH2:31][C:30]([OH:33])=[O:32])[CH:5]=[C:6]([S:8]([C:11]2[CH:12]=[C:13]([C:17]3[CH:22]=[CH:21][C:20]([C:23]([F:26])([F:25])[F:24])=[CH:19][CH:18]=3)[CH:14]=[CH:15][CH:16]=2)(=[O:10])=[O:9])[CH:7]=1, predict the reactants needed to synthesize it. The reactants are: [CH3:1][C:2]1[CH:3]=[C:4](CC#N)[CH:5]=[C:6]([S:8]([C:11]2[CH:12]=[C:13]([C:17]3[CH:22]=[CH:21][C:20]([C:23]([F:26])([F:25])[F:24])=[CH:19][CH:18]=3)[CH:14]=[CH:15][CH:16]=2)(=[O:10])=[O:9])[CH:7]=1.[CH2:30]([OH:32])[CH3:31].[OH-:33].[K+].Cl. (4) The reactants are: [C:1]1([C:11]2[CH:16]=[CH:15][CH:14]=[CH:13][CH:12]=2)[C:2]([S:7](Cl)(=[O:9])=[O:8])=[CH:3][CH:4]=[CH:5][CH:6]=1.[CH2:17]1[CH:21]2[CH2:22][NH:23][CH2:24][CH:20]2[CH2:19][N:18]1[C:25]1[CH:34]=[N:33][C:32]2[C:27](=[CH:28][CH:29]=[CH:30][CH:31]=2)[N:26]=1. Given the product [C:1]1([C:11]2[CH:16]=[CH:15][CH:14]=[CH:13][CH:12]=2)[CH:6]=[CH:5][CH:4]=[CH:3][C:2]=1[S:7]([N:23]1[CH2:22][CH:21]2[CH2:17][N:18]([C:25]3[CH:34]=[N:33][C:32]4[C:27](=[CH:28][CH:29]=[CH:30][CH:31]=4)[N:26]=3)[CH2:19][CH:20]2[CH2:24]1)(=[O:9])=[O:8], predict the reactants needed to synthesize it. (5) Given the product [OH:1][CH2:2][CH2:3][N:4]([CH2:15][CH2:16][OH:17])[S:5]([C:8]1[CH:13]=[CH:12][C:11]([C:39]2[CH:40]=[C:35]3[N:34]=[C:33]([CH2:32][CH2:31][C:27]4[CH:26]=[C:25]([O:24][CH3:23])[CH:30]=[CH:29][N:28]=4)[NH:42][C:36]3=[N:37][CH:38]=2)=[CH:10][CH:9]=1)(=[O:7])=[O:6], predict the reactants needed to synthesize it. The reactants are: [OH:1][CH2:2][CH2:3][N:4]([CH2:15][CH2:16][OH:17])[S:5]([C:8]1[CH:13]=[CH:12][C:11](Br)=[CH:10][CH:9]=1)(=[O:7])=[O:6].C([O-])(=O)C.[K+].[CH3:23][O:24][C:25]1[CH:30]=[CH:29][N:28]=[C:27]([CH2:31][CH2:32][C:33]2[NH:42][C:36]3=[N:37][CH:38]=[C:39](I)[CH:40]=[C:35]3[N:34]=2)[CH:26]=1.C(=O)([O-])[O-].[K+].[K+].[Cl-].[Li+]. (6) The reactants are: C[O:2][C:3]1[N:8]=[CH:7][C:6]([C:9]2[C:10]([CH3:27])=[C:11]([NH:15][C:16]([C:18]3[S:22][C:21]4[CH2:23][CH2:24][CH2:25][CH2:26][C:20]=4[CH:19]=3)=[O:17])[CH:12]=[CH:13][CH:14]=2)=[CH:5][C:4]=1[NH:28][C:29]1[CH:34]=[CH:33][C:32]([N:35]2[CH2:40][CH2:39][N:38]([CH3:41])[CH2:37][CH2:36]2)=[CH:31][N:30]=1.Cl.ClCCl.O. Given the product [CH3:27][C:10]1[C:9]([C:6]2[CH:5]=[C:4]([NH:28][C:29]3[CH:34]=[CH:33][C:32]([N:35]4[CH2:36][CH2:37][N:38]([CH3:41])[CH2:39][CH2:40]4)=[CH:31][N:30]=3)[C:3](=[O:2])[NH:8][CH:7]=2)=[CH:14][CH:13]=[CH:12][C:11]=1[NH:15][C:16]([C:18]1[S:22][C:21]2[CH2:23][CH2:24][CH2:25][CH2:26][C:20]=2[CH:19]=1)=[O:17], predict the reactants needed to synthesize it.